Dataset: Forward reaction prediction with 1.9M reactions from USPTO patents (1976-2016). Task: Predict the product of the given reaction. The product is: [C:1]([O:5][C:6]([N:8]1[CH:17]([C:18]2[NH:19][CH:20]=[C:21]([C:22]3[CH:27]=[CH:26][CH:25]=[CH:24][CH:23]=3)[N:35]=2)[CH2:16][C:15]2[C:10](=[CH:11][CH:12]=[CH:13][CH:14]=2)[CH2:9]1)=[O:7])([CH3:4])([CH3:3])[CH3:2]. Given the reactants [C:1]([O:5][C:6]([N:8]1[CH:17]([C:18](=O)[NH:19][CH2:20][C:21](=O)[C:22]2[CH:27]=[CH:26][CH:25]=[CH:24][CH:23]=2)[CH2:16][C:15]2[C:10](=[CH:11][CH:12]=[CH:13][CH:14]=2)[CH2:9]1)=[O:7])([CH3:4])([CH3:3])[CH3:2].CC(O)=O.[OH-].[NH4+:35], predict the reaction product.